Dataset: TCR-epitope binding with 47,182 pairs between 192 epitopes and 23,139 TCRs. Task: Binary Classification. Given a T-cell receptor sequence (or CDR3 region) and an epitope sequence, predict whether binding occurs between them. (1) The epitope is LPRRSGAAGA. The TCR CDR3 sequence is CAIQDLNTGELFF. Result: 0 (the TCR does not bind to the epitope). (2) The epitope is KAFSPEVIPMF. The TCR CDR3 sequence is CASSGGEYGYTF. Result: 1 (the TCR binds to the epitope). (3) The epitope is ILGLPTQTV. The TCR CDR3 sequence is CASSLHGQGVRSPLHF. Result: 0 (the TCR does not bind to the epitope). (4) The TCR CDR3 sequence is CASSLGQGGNEQFF. The epitope is LLWNGPMAV. Result: 1 (the TCR binds to the epitope). (5) The epitope is KPLEFGATSAAL. The TCR CDR3 sequence is CASRPGGGSADTQYF. Result: 1 (the TCR binds to the epitope). (6) The epitope is VTIAEILLI. The TCR CDR3 sequence is CASSEITGEFYEQYF. Result: 0 (the TCR does not bind to the epitope). (7) The epitope is SQASSRSSSR. The TCR CDR3 sequence is CASRDPAKNIQYF. Result: 0 (the TCR does not bind to the epitope).